This data is from Peptide-MHC class II binding affinity with 134,281 pairs from IEDB. The task is: Regression. Given a peptide amino acid sequence and an MHC pseudo amino acid sequence, predict their binding affinity value. This is MHC class II binding data. The peptide sequence is VRPIDDRFGLALSHL. The MHC is DRB3_0101 with pseudo-sequence DRB3_0101. The binding affinity (normalized) is 0.379.